Dataset: Peptide-MHC class II binding affinity with 134,281 pairs from IEDB. Task: Regression. Given a peptide amino acid sequence and an MHC pseudo amino acid sequence, predict their binding affinity value. This is MHC class II binding data. The peptide sequence is DTFRKDFRVYDNFLR. The MHC is DRB1_1302 with pseudo-sequence DRB1_1302. The binding affinity (normalized) is 0.339.